Dataset: Catalyst prediction with 721,799 reactions and 888 catalyst types from USPTO. Task: Predict which catalyst facilitates the given reaction. (1) Reactant: [CH2:1]([C:3]1[N:7]([C:8]2[C:16]3[O:15][CH2:14][C@@H:13]([N:17](C(=O)C(F)(F)F)[C:18]4[CH:31]=[CH:30][C:21]5[C@H:22]([CH2:25][C:26]([O:28]C)=[O:27])[CH2:23][O:24][C:20]=5[CH:19]=4)[C:12]=3[CH:11]=[CH:10][CH:9]=2)[C:6]2[CH:38]=[C:39]([F:43])[CH:40]=[C:41]([F:42])[C:5]=2[N:4]=1)[CH3:2].[OH-].[Na+].Cl. Product: [CH2:1]([C:3]1[N:7]([C:8]2[C:16]3[O:15][CH2:14][C@@H:13]([NH:17][C:18]4[CH:31]=[CH:30][C:21]5[C@H:22]([CH2:25][C:26]([OH:28])=[O:27])[CH2:23][O:24][C:20]=5[CH:19]=4)[C:12]=3[CH:11]=[CH:10][CH:9]=2)[C:6]2[CH:38]=[C:39]([F:43])[CH:40]=[C:41]([F:42])[C:5]=2[N:4]=1)[CH3:2]. The catalyst class is: 193. (2) Reactant: [C:1]([N:3]1[C:11]2[CH:10]=[CH:9][C:8]([CH3:12])=[CH:7][C:6]=2[C:5]2[CH2:13][N:14]([CH3:17])[CH2:15][CH2:16][C:4]1=2)#[CH:2].Cl.Br[C:20]1[CH:25]=[CH:24][N:23]=[CH:22][CH:21]=1.CCCC[N+](CCCC)(CCCC)CCCC.[F-:43].C(=O)(O)[O-]. Product: [F:43]/[C:2](/[C:20]1[CH:25]=[CH:24][N:23]=[CH:22][CH:21]=1)=[CH:1]\[N:3]1[C:11]2[CH:10]=[CH:9][C:8]([CH3:12])=[CH:7][C:6]=2[C:5]2[CH2:13][N:14]([CH3:17])[CH2:15][CH2:16][C:4]1=2. The catalyst class is: 6. (3) Reactant: Cl[C:2]([O:4][C:5]1[CH:10]=[CH:9][C:8]([N+:11]([O-:13])=[O:12])=[CH:7][CH:6]=1)=[O:3].[CH3:14][O:15][C:16]1[NH:17][CH:18]([C:26]2[CH:31]=[C:30]([F:32])[C:29]([F:33])=[C:28]([F:34])[CH:27]=2)[C:19]([C:23](=[O:25])[CH3:24])=[C:20]([CH3:22])[N:21]=1.N1C=CC=CC=1. Product: [C:23]([C:19]1[CH:18]([C:26]2[CH:27]=[C:28]([F:34])[C:29]([F:33])=[C:30]([F:32])[CH:31]=2)[N:17]([C:2]([O:4][C:5]2[CH:10]=[CH:9][C:8]([N+:11]([O-:13])=[O:12])=[CH:7][CH:6]=2)=[O:3])[C:16]([O:15][CH3:14])=[N:21][C:20]=1[CH3:22])(=[O:25])[CH3:24]. The catalyst class is: 2. (4) Reactant: [H-].[Na+].[C:3]1([CH2:10][OH:11])([CH2:8][OH:9])[CH2:7][CH:6]=[CH:5][CH2:4]1.Br[CH2:13][CH2:14][CH2:15][CH2:16][CH2:17][CH2:18][CH2:19][CH2:20][CH2:21][CH2:22][CH2:23][CH3:24].CCO[C:28]([CH3:30])=O. Product: [CH2:13]([O:9][CH2:8][C:3]1([CH2:10][O:11][CH2:13][CH2:14][CH2:15][CH2:16][CH2:17][CH2:18][CH2:19][CH2:20][CH2:21][CH2:22][CH2:28][CH3:30])[CH2:7][CH:6]=[CH:5][CH2:4]1)[CH2:14][CH2:15][CH2:16][CH2:17][CH2:18][CH2:19][CH2:20][CH2:21][CH2:22][CH2:23][CH3:24]. The catalyst class is: 1. (5) Reactant: [F:1][C:2]1([F:38])[CH2:5][C:4]([NH:30]C(=O)OC(C)(C)C)([C:6]2[O:10][N:9]=[C:8]([C:11]3[CH:16]=[CH:15][C:14]([CH3:17])=[C:13]([NH:18][C:19]([C:21]4[N:25]5[CH:26]=[CH:27][CH:28]=[CH:29][C:24]5=[N:23][CH:22]=4)=[O:20])[CH:12]=3)[N:7]=2)[CH2:3]1.[ClH:39]. Product: [ClH:39].[NH2:30][C:4]1([C:6]2[O:10][N:9]=[C:8]([C:11]3[CH:16]=[CH:15][C:14]([CH3:17])=[C:13]([NH:18][C:19]([C:21]4[N:25]5[CH:26]=[CH:27][CH:28]=[CH:29][C:24]5=[N:23][CH:22]=4)=[O:20])[CH:12]=3)[N:7]=2)[CH2:5][C:2]([F:38])([F:1])[CH2:3]1. The catalyst class is: 12. (6) Reactant: [CH:1]1[C:6]([CH:7]=[O:8])=[CH:5][CH:4]=[C:3]([CH:9]=[O:10])[CH:2]=1.[BH4-].[Na+].Cl. Product: [OH:10][CH2:9][C:3]1[CH:2]=[CH:1][C:6]([CH:7]=[O:8])=[CH:5][CH:4]=1. The catalyst class is: 1. (7) Reactant: [C:1]([O:5][C:6](=[O:19])[NH:7][CH:8]1[C:17]2[C:12](=[CH:13][CH:14]=[C:15](Br)[CH:16]=2)[O:11][CH2:10][CH2:9]1)([CH3:4])([CH3:3])[CH3:2].C([Li])CCC.CN([CH:28]=[O:29])C. Product: [C:1]([O:5][C:6](=[O:19])[NH:7][CH:8]1[C:17]2[C:12](=[CH:13][CH:14]=[C:15]([CH:28]=[O:29])[CH:16]=2)[O:11][CH2:10][CH2:9]1)([CH3:4])([CH3:3])[CH3:2]. The catalyst class is: 1. (8) Reactant: [CH3:1][C:2]1[N:7]=[C:6]([CH2:8][OH:9])[C:5]([C:10]2[CH:15]=[CH:14][CH:13]=[CH:12][CH:11]=2)=[CH:4][CH:3]=1.[O-:16][Mn](=O)(=O)=O.[K+]. Product: [CH3:1][C:2]1[N:7]=[C:6]([C:8]([OH:16])=[O:9])[C:5]([C:10]2[CH:15]=[CH:14][CH:13]=[CH:12][CH:11]=2)=[CH:4][CH:3]=1. The catalyst class is: 6. (9) Reactant: N[C:2]1[N:3]=[C:4]([CH3:16])[C:5]2[CH:11]=[C:10]([Br:12])[C:9](=[O:13])[N:8]([CH2:14][CH3:15])[C:6]=2[N:7]=1.BrBr.C(Br)(Br)[Br:20].N(OC(C)(C)C)=O. Product: [Br:20][C:2]1[N:3]=[C:4]([CH3:16])[C:5]2[CH:11]=[C:10]([Br:12])[C:9](=[O:13])[N:8]([CH2:14][CH3:15])[C:6]=2[N:7]=1. The catalyst class is: 1. (10) The catalyst class is: 3. Reactant: C([O:3][C:4](=[O:15])[C:5]([C:8]1[CH:13]=[CH:12][C:11]([Br:14])=[CH:10][CH:9]=1)([F:7])[F:6])C.C([O-])([O-])=O.[K+].[K+].Cl. Product: [Br:14][C:11]1[CH:12]=[CH:13][C:8]([C:5]([F:6])([F:7])[C:4]([OH:15])=[O:3])=[CH:9][CH:10]=1.